This data is from Human intestinal absorption (HIA) binary classification data from Hou et al.. The task is: Regression/Classification. Given a drug SMILES string, predict its absorption, distribution, metabolism, or excretion properties. Task type varies by dataset: regression for continuous measurements (e.g., permeability, clearance, half-life) or binary classification for categorical outcomes (e.g., BBB penetration, CYP inhibition). Dataset: hia_hou. (1) The result is 1 (good absorption). The molecule is CCC(=C(c1ccccc1)c1ccc(OCCN(C)C)cc1)c1ccccc1. (2) The molecule is CN1C(=O)CC[C@@H]1c1cccnc1. The result is 1 (good absorption). (3) The result is 1 (good absorption). The drug is c1ccc2[nH]c(-c3cscn3)nc2c1. (4) The molecule is O=c1[nH]c2ccccc2n1CCCN1CCC(Nn2c(=O)[nH]c3cc(Cl)ccc32)CC1. The result is 1 (good absorption). (5) The drug is O=C1NS(=O)(=O)c2ccccc21. The result is 1 (good absorption). (6) The drug is Nc1c2c(nc3ccccc13)CCCC2. The result is 1 (good absorption).